Dataset: Catalyst prediction with 721,799 reactions and 888 catalyst types from USPTO. Task: Predict which catalyst facilitates the given reaction. Reactant: CN1CCOCC1.[N:8]1[CH:13]=[CH:12][CH:11]=[CH:10][C:9]=1[C:14]1[N:19]=[CH:18][C:17]([C:20]([OH:22])=O)=[CH:16][N:15]=1.Cl.[NH2:24][C@H:25]([C:27]1[CH:28]=[C:29]([C:33]2[N:37]=[C:36]([C:38]([OH:41])([CH3:40])[CH3:39])[O:35][N:34]=2)[CH:30]=[CH:31][CH:32]=1)[CH3:26].[Cl-].COC1N=C(OC)N=C([N+]2(C)CCOCC2)N=1. Product: [OH:41][C:38]([C:36]1[O:35][N:34]=[C:33]([C:29]2[CH:28]=[C:27]([C@@H:25]([NH:24][C:20]([C:17]3[CH:18]=[N:19][C:14]([C:9]4[CH:10]=[CH:11][CH:12]=[CH:13][N:8]=4)=[N:15][CH:16]=3)=[O:22])[CH3:26])[CH:32]=[CH:31][CH:30]=2)[N:37]=1)([CH3:40])[CH3:39]. The catalyst class is: 3.